This data is from Reaction yield outcomes from USPTO patents with 853,638 reactions. The task is: Predict the reaction yield, written as a fraction of the theoretical maximum amount of product (1.0 means a 100% yield; for example, 0.34 means a 34% yield). (1) The reactants are Br[C:2]1[CH:7]=[CH:6][CH:5]=[CH:4][N:3]=1.[Li]CCCC.[Sn:13](Cl)([CH2:22][CH2:23][CH2:24][CH3:25])([CH2:18][CH2:19][CH2:20][CH3:21])[CH2:14][CH2:15][CH2:16][CH3:17].[Cl-].[NH4+]. The catalyst is C1COCC1. The product is [CH2:22]([Sn:13]([CH2:14][CH2:15][CH2:16][CH3:17])([CH2:18][CH2:19][CH2:20][CH3:21])[C:2]1[CH:7]=[CH:6][CH:5]=[CH:4][N:3]=1)[CH2:23][CH2:24][CH3:25]. The yield is 1.00. (2) The reactants are I[C:2]1[CH:8]=[CH:7][C:5]([NH2:6])=[CH:4][CH:3]=1.[CH3:9][O:10][CH2:11][CH2:12][OH:13].C(=O)([O-])[O-].[Cs+].[Cs+].N1C2C(=CC=C3C=2N=CC=C3)C=CC=1. The catalyst is C1(C)C=CC=CC=1.[Cu](I)I. The product is [CH3:9][O:10][CH2:11][CH2:12][O:13][C:2]1[CH:8]=[CH:7][C:5]([NH2:6])=[CH:4][CH:3]=1. The yield is 0.0530. (3) The reactants are [C:1]([NH:4][C:5]1[S:6][C:7]([C:11]2[CH:12]=[C:13]([S:17](Cl)(=[O:19])=[O:18])[S:14][C:15]=2[Br:16])=[C:8]([CH3:10])[N:9]=1)(=[O:3])[CH3:2].C(N(CC)CC)C.[CH2:28]([CH2:30][NH2:31])[OH:29]. The catalyst is C(Cl)Cl. The product is [Br:16][C:15]1[S:14][C:13]([S:17](=[O:19])(=[O:18])[NH:31][CH2:30][CH2:28][OH:29])=[CH:12][C:11]=1[C:7]1[S:6][C:5]([NH:4][C:1](=[O:3])[CH3:2])=[N:9][C:8]=1[CH3:10]. The yield is 0.880.